Dataset: Forward reaction prediction with 1.9M reactions from USPTO patents (1976-2016). Task: Predict the product of the given reaction. (1) Given the reactants [Br:1][C:2]1[C:3]([CH3:19])=[C:4]([C:9]2[CH:14]=[CH:13][CH:12]=[C:11]([C:15]([F:18])([F:17])[F:16])[CH:10]=2)[C:5]([NH2:8])=[N:6][CH:7]=1.Cl[CH2:21][C:22](=O)[CH3:23], predict the reaction product. The product is: [NH3:6].[Br:1][C:2]1[C:3]([CH3:19])=[C:4]([C:9]2[CH:14]=[CH:13][CH:12]=[C:11]([C:15]([F:18])([F:16])[F:17])[CH:10]=2)[C:5]2[N:6]([CH:21]=[C:22]([CH3:23])[N:8]=2)[CH:7]=1. (2) Given the reactants [I:1][C:2]1[CH:3]=[C:4]([NH:9][C:10]([C:12]2[CH:13]=[CH:14][C:15]([N:18]3[CH2:23][CH2:22][CH:21]([C:24](O)=[O:25])[CH2:20][CH2:19]3)=[N:16][CH:17]=2)=[O:11])[CH:5]=[CH:6][C:7]=1[CH3:8].[C:27]([S:31]([NH2:34])(=[O:33])=[O:32])([CH3:30])([CH3:29])[CH3:28].IC1C=CC(NC(C2C(N3CCC(C(NS(C(C)(C)C)(=O)=O)=O)CC3)=CC=NC=2)=O)=CC=1C, predict the reaction product. The product is: [I:1][C:2]1[CH:3]=[C:4]([NH:9][C:10]([C:12]2[CH:13]=[CH:14][C:15]([N:18]3[CH2:23][CH2:22][CH:21]([C:24]([NH:34][S:31]([C:27]([CH3:30])([CH3:29])[CH3:28])(=[O:33])=[O:32])=[O:25])[CH2:20][CH2:19]3)=[N:16][CH:17]=2)=[O:11])[CH:5]=[CH:6][C:7]=1[CH3:8]. (3) Given the reactants [N+:1]([C:4]1[CH:9]=[CH:8][CH:7]=[CH:6][C:5]=1[CH2:10][C:11](=O)[CH2:12][CH2:13][C:14]([O:16][CH3:17])=[O:15])([O-])=O, predict the reaction product. The product is: [NH:1]1[C:4]2[C:5](=[CH:6][CH:7]=[CH:8][CH:9]=2)[CH:10]=[C:11]1[CH2:12][CH2:13][C:14]([O:16][CH3:17])=[O:15]. (4) Given the reactants Cl[C:2]1[N:7]=[CH:6][N:5]=[C:4]([N:8]2[CH2:13][CH2:12][CH:11]([CH:14]([N:18]3[CH:22]=[C:21]([C:23]4[C:24]5[CH:31]=[CH:30][NH:29][C:25]=5[N:26]=[CH:27][N:28]=4)[CH:20]=[N:19]3)[CH2:15][C:16]#[N:17])[CH2:10][CH2:9]2)[C:3]=1[CH3:32].[F:33][C:34]1[CH:40]=[CH:39][CH:38]=[CH:37][C:35]=1[NH2:36], predict the reaction product. The product is: [N:26]1[C:25]2[NH:29][CH:30]=[CH:31][C:24]=2[C:23]([C:21]2[CH:20]=[N:19][N:18]([CH:14]([CH:11]3[CH2:12][CH2:13][N:8]([C:4]4[C:3]([CH3:32])=[C:2]([NH:36][C:35]5[CH:37]=[CH:38][CH:39]=[CH:40][C:34]=5[F:33])[N:7]=[CH:6][N:5]=4)[CH2:9][CH2:10]3)[CH2:15][C:16]#[N:17])[CH:22]=2)=[N:28][CH:27]=1. (5) Given the reactants Br[C:2]1[N:3]=[C:4]([C:9]2[N:10]=[N:11][N:12]([CH:14]([CH3:16])[CH3:15])[CH:13]=2)[C:5]([NH2:8])=[N:6][CH:7]=1.[CH3:17][N:18]1[C:26]2[C:21](=[CH:22][C:23](B(O)O)=[CH:24][CH:25]=2)[CH:20]=[CH:19]1.O.C([O-])([O-])=O.[Cs+].[Cs+], predict the reaction product. The product is: [CH:14]([N:12]1[CH:13]=[C:9]([C:4]2[C:5]([NH2:8])=[N:6][CH:7]=[C:2]([C:23]3[CH:22]=[C:21]4[C:26](=[CH:25][CH:24]=3)[N:18]([CH3:17])[CH:19]=[CH:20]4)[N:3]=2)[N:10]=[N:11]1)([CH3:16])[CH3:15].